Dataset: Forward reaction prediction with 1.9M reactions from USPTO patents (1976-2016). Task: Predict the product of the given reaction. (1) Given the reactants [CH3:1][N:2]1[CH2:7][CH2:6][N:5]([C:8]2[CH:9]=[CH:10][CH:11]=[C:12]3[C:17]=2[CH2:16][C@H:15]([NH:18][C:19](=[O:30])[C:20]2[CH:25]=[CH:24][C:23]([C:26]([F:29])([F:28])[F:27])=[CH:22][CH:21]=2)[CH2:14][CH2:13]3)[CH2:4][CH2:3]1.C([O-])(=O)C.[Na+].[Br:36]Br.[OH-].[Na+], predict the reaction product. The product is: [Br:36][C:11]1[CH:10]=[CH:9][C:8]([N:5]2[CH2:6][CH2:7][N:2]([CH3:1])[CH2:3][CH2:4]2)=[C:17]2[C:12]=1[CH2:13][CH2:14][C@@H:15]([NH:18][C:19](=[O:30])[C:20]1[CH:21]=[CH:22][C:23]([C:26]([F:29])([F:27])[F:28])=[CH:24][CH:25]=1)[CH2:16]2. (2) Given the reactants [Cl:1][C:2]1[CH:7]=[CH:6][CH:5]=[CH:4][C:3]=1[N:8]1[C:16]2[CH2:15][CH2:14][NH:13][CH2:12][C:11]=2[CH:10]=[C:9]1[C:17]1[CH:22]=[CH:21][C:20]([O:23][CH3:24])=[CH:19][CH:18]=1.C([O-])([O-])=O.[K+].[K+].F[C:32]1[CH:39]=[CH:38][C:35]([C:36]#[N:37])=[CH:34][CH:33]=1.O, predict the reaction product. The product is: [Cl:1][C:2]1[CH:7]=[CH:6][CH:5]=[CH:4][C:3]=1[N:8]1[C:16]2[CH2:15][CH2:14][N:13]([C:32]3[CH:39]=[CH:38][C:35]([C:36]#[N:37])=[CH:34][CH:33]=3)[CH2:12][C:11]=2[CH:10]=[C:9]1[C:17]1[CH:18]=[CH:19][C:20]([O:23][CH3:24])=[CH:21][CH:22]=1.